From a dataset of NCI-60 drug combinations with 297,098 pairs across 59 cell lines. Regression. Given two drug SMILES strings and cell line genomic features, predict the synergy score measuring deviation from expected non-interaction effect. Drug 1: CC(C1=C(C=CC(=C1Cl)F)Cl)OC2=C(N=CC(=C2)C3=CN(N=C3)C4CCNCC4)N. Drug 2: CN1C(=O)N2C=NC(=C2N=N1)C(=O)N. Cell line: CAKI-1. Synergy scores: CSS=1.49, Synergy_ZIP=-4.22, Synergy_Bliss=-11.4, Synergy_Loewe=-25.1, Synergy_HSA=-12.9.